This data is from Forward reaction prediction with 1.9M reactions from USPTO patents (1976-2016). The task is: Predict the product of the given reaction. (1) Given the reactants [CH2:1]([C:3]1[N:11]=[C:10]([O:12][CH3:13])[C:9]([NH:14][C:15]([N:17]2[CH2:22][CH2:21][N:20]([C:23]3[CH:28]=[C:27]([O:29][CH3:30])[C:26]([O:31][CH3:32])=[C:25]([O:33][CH3:34])[CH:24]=3)[CH2:19][CH2:18]2)=[O:16])=[CH:8][C:4]=1[C:5](O)=[O:6])[CH3:2].[CH:35]1[C:48]2[C:39](=[N:40][C:41]3[C:46]([C:47]=2[NH:49][C:50]2[CH:51]=[C:52]([NH:58][C:59](=[O:63])[CH:60]([NH2:62])[CH3:61])[CH:53]=[C:54]([CH2:56][OH:57])[CH:55]=2)=[CH:45][CH:44]=[CH:43][CH:42]=3)[CH:38]=[CH:37][CH:36]=1, predict the reaction product. The product is: [CH:45]1[C:46]2[C:41](=[N:40][C:39]3[C:48]([C:47]=2[NH:49][C:50]2[CH:51]=[C:52]([NH:58][C:59]([CH:60]([NH:62][C:5]([C:4]4[CH:8]=[C:9]([NH:14][C:15]([N:17]5[CH2:22][CH2:21][N:20]([C:23]6[CH:24]=[C:25]([O:33][CH3:34])[C:26]([O:31][CH3:32])=[C:27]([O:29][CH3:30])[CH:28]=6)[CH2:19][CH2:18]5)=[O:16])[C:10]([O:12][CH3:13])=[N:11][C:3]=4[CH2:1][CH3:2])=[O:6])[CH3:61])=[O:63])[CH:53]=[C:54]([CH2:56][OH:57])[CH:55]=2)=[CH:35][CH:36]=[CH:37][CH:38]=3)[CH:42]=[CH:43][CH:44]=1. (2) Given the reactants [N:1]1([CH:6]2[CH2:11][CH2:10][NH:9][CH2:8][CH2:7]2)[CH2:5][CH2:4][CH2:3][CH2:2]1.[CH:12]([C:15]1[CH:20]=[C:19]([CH:21]([CH3:23])[CH3:22])[CH:18]=[C:17]([CH:24]([CH3:26])[CH3:25])[C:16]=1[S:27](Cl)(=[O:29])=[O:28])([CH3:14])[CH3:13], predict the reaction product. The product is: [N:1]1([CH:6]2[CH2:11][CH2:10][N:9]([S:27]([C:16]3[C:17]([CH:24]([CH3:25])[CH3:26])=[CH:18][C:19]([CH:21]([CH3:23])[CH3:22])=[CH:20][C:15]=3[CH:12]([CH3:14])[CH3:13])(=[O:29])=[O:28])[CH2:8][CH2:7]2)[CH2:5][CH2:4][CH2:3][CH2:2]1. (3) The product is: [Cl:1][C:2]1[CH:10]=[CH:9][C:8]2[N:7]([CH2:11][CH2:12][C:13]([N:23]3[CH2:27][CH2:26][CH2:25][CH2:24]3)=[O:15])[C:6]3[CH2:18][CH2:19][N:20]([CH3:22])[CH2:21][C:5]=3[C:4]=2[CH:3]=1. Given the reactants [Cl:1][C:2]1[CH:10]=[CH:9][C:8]2[N:7]([CH2:11][CH2:12][C:13]([O:15]CC)=O)[C:6]3[CH2:18][CH2:19][N:20]([CH3:22])[CH2:21][C:5]=3[C:4]=2[CH:3]=1.[NH:23]1[CH2:27][CH2:26][CH2:25][CH2:24]1, predict the reaction product.